Dataset: Full USPTO retrosynthesis dataset with 1.9M reactions from patents (1976-2016). Task: Predict the reactants needed to synthesize the given product. Given the product [C:24]1([C:23]#[C:22][C:20]2[CH:21]=[C:16]([C:15]#[C:14][CH2:13][O:12][C:9]3[CH:8]=[CH:7][C:6]([O:5][CH2:4][C:3]([OH:38])=[O:2])=[CH:11][CH:10]=3)[CH:17]=[C:18]([C:30]#[C:31][C:32]3[CH:37]=[CH:36][CH:35]=[CH:34][CH:33]=3)[CH:19]=2)[CH:29]=[CH:28][CH:27]=[CH:26][CH:25]=1, predict the reactants needed to synthesize it. The reactants are: C[O:2][C:3](=[O:38])[CH2:4][O:5][C:6]1[CH:11]=[CH:10][C:9]([O:12][CH2:13][C:14]#[C:15][C:16]2[CH:21]=[C:20]([C:22]#[C:23][C:24]3[CH:29]=[CH:28][CH:27]=[CH:26][CH:25]=3)[CH:19]=[C:18]([C:30]#[C:31][C:32]3[CH:37]=[CH:36][CH:35]=[CH:34][CH:33]=3)[CH:17]=2)=[CH:8][CH:7]=1.[Li+].[OH-].O.Cl.